From a dataset of Full USPTO retrosynthesis dataset with 1.9M reactions from patents (1976-2016). Predict the reactants needed to synthesize the given product. Given the product [CH:1]1([CH2:4][O:5][C:6]2[CH:14]=[CH:13][C:9]3[O:10][CH2:11][O:12][C:8]=3[C:7]=2[C:15]2[C:16]3[NH:23][CH:22]=[C:21]([C:24]([NH:60][C@@H:61]([CH2:91][C:92]4[CH:93]=[N:94][CH:95]=[CH:96][CH:97]=4)[C:62]([N:64]4[CH2:65][CH2:66][CH:67]([N:70]5[N:79]=[C:78]([C:80]6[CH:85]=[CH:84][C:83]([O:86][CH3:87])=[C:82]([O:88][CH3:89])[CH:81]=6)[CH2:77][C:72]6([CH2:76][CH2:75][CH2:74][CH2:73]6)[C:71]5=[O:90])[CH2:68][CH2:69]4)=[O:63])=[O:25])[C:17]=3[N:18]=[CH:19][N:20]=2)[CH2:3][CH2:2]1, predict the reactants needed to synthesize it. The reactants are: [CH:1]1([CH2:4][O:5][C:6]2[CH:14]=[CH:13][C:9]3[O:10][CH2:11][O:12][C:8]=3[C:7]=2[C:15]2[C:16]3[NH:23][CH:22]=[C:21]([C:24](O)=[O:25])[C:17]=3[N:18]=[CH:19][N:20]=2)[CH2:3][CH2:2]1.CCN(C(C)C)C(C)C.CN(C(ON1N=NC2C=CC=CC1=2)=[N+](C)C)C.F[P-](F)(F)(F)(F)F.[NH2:60][C@@H:61]([CH2:91][C:92]1[CH:93]=[N:94][CH:95]=[CH:96][CH:97]=1)[C:62]([N:64]1[CH2:69][CH2:68][CH:67]([N:70]2[N:79]=[C:78]([C:80]3[CH:85]=[CH:84][C:83]([O:86][CH3:87])=[C:82]([O:88][CH3:89])[CH:81]=3)[CH2:77][C:72]3([CH2:76][CH2:75][CH2:74][CH2:73]3)[C:71]2=[O:90])[CH2:66][CH2:65]1)=[O:63].